Dataset: Forward reaction prediction with 1.9M reactions from USPTO patents (1976-2016). Task: Predict the product of the given reaction. (1) Given the reactants [F:1][C:2]1[CH:7]=[CH:6][C:5]([NH:8][C:9]([C:11]2([C:14]([NH:16][C:17]3[CH:22]=[CH:21][C:20]([O:23][C:24]4[C:33]5[C:28](=[CH:29][C:30]([O:36]CC6C=CC=CC=6)=[C:31]([O:34][CH3:35])[CH:32]=5)[N:27]=[CH:26][CH:25]=4)=[C:19]([F:44])[CH:18]=3)=[O:15])[CH2:13][CH2:12]2)=[O:10])=[CH:4][CH:3]=1.C1CC=CCC=1, predict the reaction product. The product is: [F:1][C:2]1[CH:7]=[CH:6][C:5]([NH:8][C:9]([C:11]2([C:14]([NH:16][C:17]3[CH:22]=[CH:21][C:20]([O:23][C:24]4[C:33]5[C:28](=[CH:29][C:30]([OH:36])=[C:31]([O:34][CH3:35])[CH:32]=5)[N:27]=[CH:26][CH:25]=4)=[C:19]([F:44])[CH:18]=3)=[O:15])[CH2:12][CH2:13]2)=[O:10])=[CH:4][CH:3]=1. (2) Given the reactants [N:1]1[C:10]2[C:5](=[CH:6][C:7]([C:11]([OH:13])=O)=[CH:8][CH:9]=2)[N:4]=[CH:3][CH:2]=1.S(Cl)([Cl:16])=O, predict the reaction product. The product is: [N:1]1[C:10]2[C:5](=[CH:6][C:7]([C:11]([Cl:16])=[O:13])=[CH:8][CH:9]=2)[N:4]=[CH:3][CH:2]=1. (3) The product is: [O:3]=[C:4]1[N:8]([CH:9]2[CH2:14][CH2:13][N:12]([C:15]([O:17][C@H:18]([CH2:39][C:40]3[CH:41]=[C:42]([CH3:48])[C:43]([OH:47])=[C:44]([CH3:46])[CH:45]=3)[C:19]([N:21]3[CH2:26][CH2:25][CH:24]([CH:27]4[CH2:32][CH2:31][N:30]([CH2:33][C:34]([OH:36])=[O:35])[CH2:29][CH2:28]4)[CH2:23][CH2:22]3)=[O:20])=[O:16])[CH2:11][CH2:10]2)[N:7]=[C:6]([C:49]2[CH:50]=[CH:51][CH:52]=[CH:53][CH:54]=2)[NH:5]1. Given the reactants [Li+].[OH-].[O:3]=[C:4]1[N:8]([CH:9]2[CH2:14][CH2:13][N:12]([C:15]([O:17][C@H:18]([CH2:39][C:40]3[CH:45]=[C:44]([CH3:46])[C:43]([OH:47])=[C:42]([CH3:48])[CH:41]=3)[C:19]([N:21]3[CH2:26][CH2:25][CH:24]([CH:27]4[CH2:32][CH2:31][N:30]([CH2:33][C:34]([O:36]CC)=[O:35])[CH2:29][CH2:28]4)[CH2:23][CH2:22]3)=[O:20])=[O:16])[CH2:11][CH2:10]2)[N:7]=[C:6]([C:49]2[CH:54]=[CH:53][CH:52]=[CH:51][CH:50]=2)[NH:5]1, predict the reaction product. (4) Given the reactants [N:1]([CH2:4][C:5]1[C:13]2[S:12](=[O:15])(=[O:14])[N:11]=[C:10]([C:16]3[C:17](=[O:32])[N:18]([NH:27][CH2:28][CH:29]4[CH2:31][CH2:30]4)[C:19]4[C:24]([C:25]=3[OH:26])=[CH:23][CH:22]=[CH:21][CH:20]=4)[NH:9][C:8]=2[S:7][CH:6]=1)=[N+]=[N-].C1(P(C2C=CC=CC=2)C2C=CC=CC=2)C=CC=CC=1, predict the reaction product. The product is: [NH2:1][CH2:4][C:5]1[C:13]2[S:12](=[O:14])(=[O:15])[N:11]=[C:10]([C:16]3[C:17](=[O:32])[N:18]([NH:27][CH2:28][CH:29]4[CH2:30][CH2:31]4)[C:19]4[C:24]([C:25]=3[OH:26])=[CH:23][CH:22]=[CH:21][CH:20]=4)[NH:9][C:8]=2[S:7][CH:6]=1.